This data is from Forward reaction prediction with 1.9M reactions from USPTO patents (1976-2016). The task is: Predict the product of the given reaction. (1) Given the reactants C(OC(=O)[NH:7][C:8]1[CH:13]=[C:12]([CH3:14])[C:11]([Cl:15])=[CH:10][C:9]=1[NH:16][C:17](=[O:36])[CH2:18][C:19]([C:21]1[CH:26]=[CH:25][CH:24]=[C:23]([C:27]2[CH:28]=[N:29][C:30]([CH:33]3[CH2:35][CH2:34]3)=[CH:31][CH:32]=2)[CH:22]=1)=O)(C)(C)C.C(O)(C(F)(F)F)=O, predict the reaction product. The product is: [Cl:15][C:11]1[C:12]([CH3:14])=[CH:13][C:8]2[N:7]=[C:19]([C:21]3[CH:26]=[CH:25][CH:24]=[C:23]([C:27]4[CH:28]=[N:29][C:30]([CH:33]5[CH2:35][CH2:34]5)=[CH:31][CH:32]=4)[CH:22]=3)[CH2:18][C:17](=[O:36])[NH:16][C:9]=2[CH:10]=1. (2) Given the reactants Br[C:2]1[N:7]=[CH:6][C:5]([C:8]([OH:10])=[O:9])=[CH:4][CH:3]=1.[CH2:11]([O:13][C:14]1[CH:15]=[C:16](B(O)O)[CH:17]=[CH:18][CH:19]=1)[CH3:12].C(=O)([O-])[O-].[Na+].[Na+].Cl, predict the reaction product. The product is: [CH2:11]([O:13][C:14]1[CH:19]=[C:18]([C:2]2[N:7]=[CH:6][C:5]([C:8]([OH:10])=[O:9])=[CH:4][CH:3]=2)[CH:17]=[CH:16][CH:15]=1)[CH3:12]. (3) The product is: [Cl:1][C:2]1[S:6][C:5]([C:7]([NH:9][CH2:10][C:11]2[N:12]=[CH:13][N:14]([C:16]3[CH:21]=[CH:20][C:19]([N:26]4[CH:27]=[CH:28][N:23]=[C:24]([OH:30])[C:25]4=[O:29])=[CH:18][CH:17]=3)[CH:15]=2)=[O:8])=[CH:4][CH:3]=1. Given the reactants [Cl:1][C:2]1[S:6][C:5]([C:7]([NH:9][CH2:10][C:11]2[N:12]=[CH:13][N:14]([C:16]3[CH:21]=[CH:20][C:19](I)=[CH:18][CH:17]=3)[CH:15]=2)=[O:8])=[CH:4][CH:3]=1.[N:23]1[CH:28]=[CH:27][N:26]=[C:25]([OH:29])[C:24]=1[OH:30].OC1C=CC=C2C=1N=CC=C2.C([O-])([O-])=O.[K+].[K+], predict the reaction product. (4) Given the reactants [F:1][C:2]1[CH:7]=[CH:6][C:5]2[C:8]3([O:14][C:15](=O)[C:4]=2[CH:3]=1)[CH2:13][CH2:12][NH:11][CH2:10][CH2:9]3.B.Cl.[OH-].[Na+], predict the reaction product. The product is: [F:1][C:2]1[CH:7]=[CH:6][C:5]2[C:8]3([O:14][CH2:15][C:4]=2[CH:3]=1)[CH2:9][CH2:10][NH:11][CH2:12][CH2:13]3. (5) Given the reactants [Br:1][C:2]1[CH:10]=[CH:9][C:5]([CH2:6][CH2:7][NH2:8])=[CH:4][CH:3]=1.[C:11](O[C:11]([O:13][C:14]([CH3:17])([CH3:16])[CH3:15])=[O:12])([O:13][C:14]([CH3:17])([CH3:16])[CH3:15])=[O:12], predict the reaction product. The product is: [C:14]([O:13][C:11](=[O:12])[NH:8][CH2:7][CH2:6][C:5]1[CH:9]=[CH:10][C:2]([Br:1])=[CH:3][CH:4]=1)([CH3:17])([CH3:16])[CH3:15]. (6) Given the reactants [C:1]([C:4]1[C:13]2[C:8](=[CH:9][CH:10]=[CH:11][CH:12]=2)[C:7](B(O)O)=[CH:6][CH:5]=1)([OH:3])=[O:2].Cl.Br[C:19]1[C:20]([CH3:26])=[N:21][C:22]([CH3:25])=[CH:23][CH:24]=1.C([O-])([O-])=O.[Na+].[Na+], predict the reaction product. The product is: [CH3:26][C:20]1[C:19]([C:7]2[C:8]3[C:13](=[CH:12][CH:11]=[CH:10][CH:9]=3)[C:4]([C:1]([OH:3])=[O:2])=[CH:5][CH:6]=2)=[CH:24][CH:23]=[C:22]([CH3:25])[N:21]=1.